Task: Predict the product of the given reaction.. Dataset: Forward reaction prediction with 1.9M reactions from USPTO patents (1976-2016) (1) The product is: [N:10]1[C:11]2[C:6](=[CH:5][CH:4]=[CH:3][C:2]=2[NH:1][S:20]([C:17]2[CH:18]=[N:19][C:14]([C:13]([F:25])([F:12])[F:24])=[CH:15][CH:16]=2)(=[O:22])=[O:21])[CH:7]=[CH:8][CH:9]=1. Given the reactants [NH2:1][C:2]1[CH:3]=[CH:4][CH:5]=[C:6]2[C:11]=1[N:10]=[CH:9][CH:8]=[CH:7]2.[F:12][C:13]([F:25])([F:24])[C:14]1[N:19]=[CH:18][C:17]([S:20](Cl)(=[O:22])=[O:21])=[CH:16][CH:15]=1, predict the reaction product. (2) Given the reactants [OH:1][CH2:2][CH2:3][CH2:4][CH2:5][CH2:6][CH2:7][CH2:8][CH2:9][CH2:10][CH2:11][CH2:12][O:13][C:14]1[CH:21]=[CH:20][C:17]([CH:18]=O)=[CH:16][C:15]=1[O:22][CH3:23].[CH2:24]1[O:32][C:31]2[CH:30]=[CH:29][C:28]([CH2:33][C:34]#[N:35])=[CH:27][C:26]=2[O:25]1, predict the reaction product. The product is: [O:32]1[C:31]2[CH:30]=[CH:29][C:28](/[C:33](=[CH:18]/[C:17]3[CH:20]=[CH:21][C:14]([O:13][CH2:12][CH2:11][CH2:10][CH2:9][CH2:8][CH2:7][CH2:6][CH2:5][CH2:4][CH2:3][CH2:2][OH:1])=[C:15]([O:22][CH3:23])[CH:16]=3)/[C:34]#[N:35])=[CH:27][C:26]=2[O:25][CH2:24]1. (3) Given the reactants [Cl:1][C:2]1[CH:7]=[C:6]([C:8](=[O:18])[N:9]=[S:10](C)[CH2:11]C[Si](C)(C)C)[C:5]([NH:19][C:20]([C:22]2[N:23]([C:31]3[C:36]([Cl:37])=[CH:35][CH:34]=[CH:33][N:32]=3)[N:24]=[C:25]([C:27]([F:30])([F:29])[F:28])[CH:26]=2)=[O:21])=[C:4]([CH3:38])[CH:3]=1.[F-].C([N+](CCCC)(CCCC)CCCC)CCC, predict the reaction product. The product is: [Cl:1][C:2]1[CH:7]=[C:6]([C:8](=[O:18])[NH:9][S:10][CH3:11])[C:5]([NH:19][C:20]([C:22]2[N:23]([C:31]3[C:36]([Cl:37])=[CH:35][CH:34]=[CH:33][N:32]=3)[N:24]=[C:25]([C:27]([F:29])([F:30])[F:28])[CH:26]=2)=[O:21])=[C:4]([CH3:38])[CH:3]=1.